From a dataset of Catalyst prediction with 721,799 reactions and 888 catalyst types from USPTO. Predict which catalyst facilitates the given reaction. Reactant: [Mg].Br[C:3]1[CH:8]=[CH:7][CH:6]=[CH:5][C:4]=1[CH2:9][CH3:10].[CH3:11][C:12]([CH3:23])([CH3:22])[CH2:13][CH2:14][Si:15](OC)([O:18][CH3:19])[O:16][CH3:17].[SiH4]. Product: [CH2:9]([C:4]1[CH:5]=[CH:6][CH:7]=[CH:8][C:3]=1[Si:15]([CH2:14][CH2:13][C:12]([CH3:23])([CH3:22])[CH3:11])([O:18][CH3:19])[O:16][CH3:17])[CH3:10]. The catalyst class is: 199.